Dataset: Reaction yield outcomes from USPTO patents with 853,638 reactions. Task: Predict the reaction yield, written as a fraction of the theoretical maximum amount of product (1.0 means a 100% yield; for example, 0.34 means a 34% yield). (1) The reactants are [O:1]=[C:2]1[C:10]2([C:14]3=[CH:15][C:16]4[O:20][CH2:19][O:18][C:17]=4[CH:21]=[C:13]3[O:12][CH2:11]2)[C:9]2[C:4](=[CH:5][CH:6]=[CH:7][CH:8]=2)[N:3]1[CH2:22][CH2:23][CH:24]1[CH2:29][CH2:28][N:27](C(OC(C)(C)C)=O)[CH2:26][CH2:25]1.[ClH:37].CCOCC. The catalyst is O1CCOCC1. The product is [ClH:37].[NH:27]1[CH2:28][CH2:29][CH:24]([CH2:23][CH2:22][N:3]2[C:4]3[C:9](=[CH:8][CH:7]=[CH:6][CH:5]=3)[C:10]3([C:14]4=[CH:15][C:16]5[O:20][CH2:19][O:18][C:17]=5[CH:21]=[C:13]4[O:12][CH2:11]3)[C:2]2=[O:1])[CH2:25][CH2:26]1. The yield is 0.910. (2) The reactants are Br[C:2]1[N:7]=[CH:6][CH:5]=[CH:4][N:3]=1.[Cl:8][C:9]1[CH:14]=[CH:13][C:12](B(O)O)=[CH:11][C:10]=1[C:18]([O:20][CH3:21])=[O:19].C1(P(C2C=CC=CC=2)C2C=CC=CC=2)C=CC=CC=1. The catalyst is C1COCC1.C([O-])(=O)C.[Pd+2].C([O-])(=O)C. The product is [Cl:8][C:9]1[CH:14]=[CH:13][C:12]([C:2]2[N:7]=[CH:6][CH:5]=[CH:4][N:3]=2)=[CH:11][C:10]=1[C:18]([O:20][CH3:21])=[O:19]. The yield is 0.420. (3) The reactants are Br[C:2]1[CH:7]=[CH:6][C:5]([C:8]2([C:11]3[N:15]4[CH2:16][CH2:17][S:18][C:19]([CH2:22][O:23][Si:24]([C:27]([CH3:30])([CH3:29])[CH3:28])([CH3:26])[CH3:25])([CH3:21])[CH2:20][C:14]4=[N:13][N:12]=3)[CH2:10][CH2:9]2)=[CH:4][CH:3]=1.[CH2:31]([N:33]1[CH:37]=[C:36](B2OC(C)(C)C(C)(C)O2)[CH:35]=[N:34]1)[CH3:32].C(=O)([O-])[O-].[K+].[K+]. The catalyst is COCCOC.O.C1C=CC([P]([Pd]([P](C2C=CC=CC=2)(C2C=CC=CC=2)C2C=CC=CC=2)([P](C2C=CC=CC=2)(C2C=CC=CC=2)C2C=CC=CC=2)[P](C2C=CC=CC=2)(C2C=CC=CC=2)C2C=CC=CC=2)(C2C=CC=CC=2)C2C=CC=CC=2)=CC=1. The product is [Si:24]([O:23][CH2:22][C:19]1([CH3:21])[S:18][CH2:17][CH2:16][N:15]2[C:11]([C:8]3([C:5]4[CH:6]=[CH:7][C:2]([C:36]5[CH:35]=[N:34][N:33]([CH2:31][CH3:32])[CH:37]=5)=[CH:3][CH:4]=4)[CH2:10][CH2:9]3)=[N:12][N:13]=[C:14]2[CH2:20]1)([C:27]([CH3:30])([CH3:29])[CH3:28])([CH3:26])[CH3:25]. The yield is 0.970. (4) The reactants are [C:1]([O:7][CH2:8][CH3:9])(=[O:6])[CH2:2][C:3]([OH:5])=O.[CH2:10]([O:17][NH:18][C:19]1[CH:29]=[CH:28][CH:27]=[CH:26][C:20]=1[C:21]([O:23][CH2:24][CH3:25])=[O:22])[C:11]1[CH:16]=[CH:15][CH:14]=[CH:13][CH:12]=1.N1C=CC=CC=1.O=P(Cl)(Cl)Cl. The catalyst is C(#N)C.C(Cl)Cl. The product is [CH2:10]([O:17][N:18]([C:19]1[CH:29]=[CH:28][CH:27]=[CH:26][C:20]=1[C:21]([O:23][CH2:24][CH3:25])=[O:22])[C:3](=[O:5])[CH2:2][C:1]([O:7][CH2:8][CH3:9])=[O:6])[C:11]1[CH:12]=[CH:13][CH:14]=[CH:15][CH:16]=1. The yield is 0.790. (5) The catalyst is CO. The product is [CH2:33]([C:32]1[N:8]=[C:6]([CH2:5][CH:2]2[CH2:4][CH2:3]2)[NH:7][C:28](=[O:29])[C:27]=1[CH2:26][C:23]1[CH:22]=[CH:21][C:20]([C:15]2[C:14]([C:12]#[N:13])=[CH:19][CH:18]=[CH:17][CH:16]=2)=[CH:25][CH:24]=1)[CH2:34][CH2:35][CH3:36]. The yield is 0.760. The reactants are Cl.[CH:2]1([CH2:5][C:6](=[NH:8])[NH2:7])[CH2:4][CH2:3]1.C[O-].[Na+].[C:12]([C:14]1[CH:19]=[CH:18][CH:17]=[CH:16][C:15]=1[C:20]1[CH:25]=[CH:24][C:23]([CH2:26][CH:27]([C:32](=O)[CH2:33][CH2:34][CH2:35][CH3:36])[C:28](OC)=[O:29])=[CH:22][CH:21]=1)#[N:13].